Dataset: Full USPTO retrosynthesis dataset with 1.9M reactions from patents (1976-2016). Task: Predict the reactants needed to synthesize the given product. (1) The reactants are: [F:1][C:2]([F:18])([F:17])[C:3]1[O:7][N:6]=[C:5]([C:8]2[CH:16]=[CH:15][C:11]([C:12]([OH:14])=O)=[CH:10][CH:9]=2)[CH:4]=1.Cl.NO.C([N:24]([CH2:27]C)CC)C.C1CCC(N=C=NC2CCCCC2)CC1.CN([CH:47]=[O:48])C. Given the product [CH3:47][O:48][N:24]([CH3:27])[C:12](=[O:14])[C:11]1[CH:10]=[CH:9][C:8]([C:5]2[CH:4]=[C:3]([C:2]([F:1])([F:18])[F:17])[O:7][N:6]=2)=[CH:16][CH:15]=1, predict the reactants needed to synthesize it. (2) Given the product [O:37]1[CH2:38][CH2:39][N:34]([CH2:33][CH2:32][O:31][CH2:30][C:26]2[CH:25]=[C:24]([C:9]3[CH:10]=[C:11]4[C:16](=[N:17][CH:18]=3)[N:15]([C:19]([NH2:21])=[O:20])[CH2:14][CH2:13][CH2:12]4)[CH:29]=[N:28][CH:27]=2)[CH2:35][CH2:36]1, predict the reactants needed to synthesize it. The reactants are: CC1(C)C(C)(C)OB([C:9]2[CH:10]=[C:11]3[C:16](=[N:17][CH:18]=2)[N:15]([C:19]([NH2:21])=[O:20])[CH2:14][CH2:13][CH2:12]3)O1.Br[C:24]1[CH:25]=[C:26]([CH2:30][O:31][CH2:32][CH2:33][N:34]2[CH2:39][CH2:38][O:37][CH2:36][CH2:35]2)[CH:27]=[N:28][CH:29]=1.C([O-])([O-])=O.[Na+].[Na+].O. (3) Given the product [OH:6][CH:5]([C@H:7]1[C@@H:11]([OH:12])[C@@H:10]([OH:14])[C@H:9]([N:17]2[C:21]3[N:22]=[CH:23][N:24]=[C:25]([CH3:26])[C:20]=3[CH:19]=[CH:18]2)[O:8]1)[CH2:4][OH:3], predict the reactants needed to synthesize it. The reactants are: CC1(C)[O:6][C@@H:5]([C@H:7]2[C@H:11]3[O:12]C(C)(C)[O:14][C@H:10]3[C@H:9]([N:17]3[C:21]4[N:22]=[CH:23][N:24]=[C:25]([CH3:26])[C:20]=4[CH:19]=[CH:18]3)[O:8]2)[CH2:4][O:3]1.C(O)(C(F)(F)F)=O.O. (4) Given the product [CH2:43]([N:6]1[CH:5]=[CH:4][C:13]2=[C:12]([C:14]3[CH:15]=[CH:16][C:17]([Cl:20])=[CH:18][CH:19]=3)[N:11]([C:21]3[CH:26]=[CH:25][C:24]([Cl:27])=[CH:23][C:22]=3[Cl:28])[N:10]=[C:9]2[C:7]1=[O:8])[C:33]1[CH:38]=[CH:37][CH:36]=[CH:35][CH:34]=1, predict the reactants needed to synthesize it. The reactants are: C(O[CH:4](OCC)[CH2:5][NH:6][C:7]([C:9]1[CH:13]=[C:12]([C:14]2[CH:19]=[CH:18][C:17]([Cl:20])=[CH:16][CH:15]=2)[N:11]([C:21]2[CH:26]=[CH:25][C:24]([Cl:27])=[CH:23][C:22]=2[Cl:28])[N:10]=1)=[O:8])C.O.[C:33]1([CH3:43])[CH:38]=[CH:37][C:36](S(O)(=O)=O)=[CH:35][CH:34]=1.